This data is from CYP2C19 inhibition data for predicting drug metabolism from PubChem BioAssay. The task is: Regression/Classification. Given a drug SMILES string, predict its absorption, distribution, metabolism, or excretion properties. Task type varies by dataset: regression for continuous measurements (e.g., permeability, clearance, half-life) or binary classification for categorical outcomes (e.g., BBB penetration, CYP inhibition). Dataset: cyp2c19_veith. (1) The compound is N[C@@H](CSC(=O)c1ccccc1)C(=O)O. The result is 0 (non-inhibitor). (2) The compound is CCN[C@]1(c2cccs2)CCCCC1=O. The result is 0 (non-inhibitor). (3) The compound is CSc1nc(N)c2ncn([C@@H]3O[C@@H](COP(=O)([O-])OP(=O)([O-])[O-])[C@@H](O)[C@H]3O)c2n1.[Na+].[Na+].[Na+]. The result is 0 (non-inhibitor). (4) The compound is Cc1cc(C)c(NC(=O)C2CCCN2C)c(C)c1. The result is 0 (non-inhibitor). (5) The compound is Cc1ccc(/C=N/NC(=O)CSc2nc3nc(C)cc(C)n3n2)cc1. The result is 0 (non-inhibitor).